From a dataset of Reaction yield outcomes from USPTO patents with 853,638 reactions. Predict the reaction yield, written as a fraction of the theoretical maximum amount of product (1.0 means a 100% yield; for example, 0.34 means a 34% yield). (1) The reactants are C([Li])CCC.C(NC(C)C)(C)C.[CH3:13][O:14][C:15]([CH:17]1[CH2:21][CH2:20][N:19]([C:22]([O:24][C:25]([CH3:28])([CH3:27])[CH3:26])=[O:23])[CH2:18]1)=[O:16].C1C=CC(S(N(S(C2C=CC=CC=2)(=O)=O)[F:39])(=O)=O)=CC=1. The catalyst is C1COCC1. The product is [CH3:13][O:14][C:15]([C:17]1([F:39])[CH2:21][CH2:20][N:19]([C:22]([O:24][C:25]([CH3:28])([CH3:27])[CH3:26])=[O:23])[CH2:18]1)=[O:16]. The yield is 0.640. (2) The reactants are [F:1][C:2]1[CH:7]=[C:6]([CH3:8])[C:5]([N+:9]([O-:11])=[O:10])=[CH:4][C:3]=1[N+:12]([O-:14])=[O:13].CO[CH:17]([N:20]([CH3:22])[CH3:21])OC.CN(C=O)C. The catalyst is O. The product is [F:1][C:2]1[C:3]([N+:12]([O-:14])=[O:13])=[CH:4][C:5]([N+:9]([O-:11])=[O:10])=[C:6]([CH:8]=[CH:17][N:20]([CH3:22])[CH3:21])[CH:7]=1. The yield is 0.630. (3) The reactants are [CH2:1]1[CH2:6][CH2:5][C:4]([CH2:11][NH2:12])([CH2:7][C:8]([OH:10])=[O:9])[CH2:3][CH2:2]1.C(=O)([O-])[O-].[K+].[K+].[C:19](O[C:19]([O:21][C:22]([CH3:25])([CH3:24])[CH3:23])=[O:20])([O:21][C:22]([CH3:25])([CH3:24])[CH3:23])=[O:20]. The catalyst is O.O1CCOCC1. The product is [C:22]([O:21][C:19]([NH:12][CH2:11][C:4]1([CH2:7][C:8]([OH:10])=[O:9])[CH2:3][CH2:2][CH2:1][CH2:6][CH2:5]1)=[O:20])([CH3:25])([CH3:24])[CH3:23]. The yield is 0.800. (4) The reactants are [F:1][C:2]1[CH:3]=[C:4]([C:17](=[O:19])[CH3:18])[N:5]([S:7]([C:10]2[CH:15]=[CH:14][C:13]([CH3:16])=[CH:12][CH:11]=2)(=[O:9])=[O:8])[CH:6]=1.[Br-:20].[Br-].[Br-].[NH+]1C=CC=CC=1.[NH+]1C=CC=CC=1.[NH+]1C=CC=CC=1.Br. The catalyst is C(O)(=O)C. The product is [Br:20][CH2:18][C:17]([C:4]1[N:5]([S:7]([C:10]2[CH:11]=[CH:12][C:13]([CH3:16])=[CH:14][CH:15]=2)(=[O:9])=[O:8])[CH:6]=[C:2]([F:1])[CH:3]=1)=[O:19]. The yield is 0.470. (5) The product is [OH:36][C@:24]1([C:22]2[S:23][C:19]([C:12]3[CH:13]=[C:14]([N+:16]([O-:18])=[O:17])[CH:15]=[C:10]([CH2:9][OH:8])[CH:11]=3)=[CH:20][N:21]=2)[CH2:29][CH2:28][C@H:27]([C:30]([O:32][CH3:33])=[O:31])[C:26]([CH3:35])([CH3:34])[CH2:25]1. The catalyst is C(#N)C. The reactants are [Si]([O:8][CH2:9][C:10]1[CH:11]=[C:12]([C:19]2[S:23][C:22]([C@@:24]3([OH:36])[CH2:29][CH2:28][C@H:27]([C:30]([O:32][CH3:33])=[O:31])[C:26]([CH3:35])([CH3:34])[CH2:25]3)=[N:21][CH:20]=2)[CH:13]=[C:14]([N+:16]([O-:18])=[O:17])[CH:15]=1)(C(C)(C)C)(C)C.F.F.F.C(N(CC)CC)C. The yield is 0.960. (6) The reactants are Cl[C:2]1[C:11]2[C:6](=[CH:7][C:8]([O:14][CH3:15])=[C:9]([O:12][CH3:13])[CH:10]=2)[N:5]=[CH:4][CH:3]=1.[Cl:16][C:17]1[C:22]([OH:23])=[CH:21][CH:20]=[C:19]([I:24])[N:18]=1.C(N(C(C)C)CC)(C)C.C(OCC)(=O)C.O1CCCC1. The catalyst is CN(C)C=O.CCCCCC.C(OCC)(=O)C.O. The product is [Cl:16][C:17]1[C:22]([O:23][C:2]2[C:11]3[C:6](=[CH:7][C:8]([O:14][CH3:15])=[C:9]([O:12][CH3:13])[CH:10]=3)[N:5]=[CH:4][CH:3]=2)=[CH:21][CH:20]=[C:19]([I:24])[N:18]=1. The yield is 0.490. (7) The reactants are C[O:2][C:3](=[O:43])[CH2:4][C:5]1[CH:42]=[CH:41][CH:40]=[CH:39][C:6]=1[CH2:7][CH2:8][C:9]1[C:14]([C:15]([F:18])([F:17])[F:16])=[CH:13][N:12]=[C:11]([NH:19][C:20]2[CH:25]=[CH:24][C:23]([CH:26]3[O:31][CH2:30][CH2:29][N:28]([C:32]([O:34][C:35]([CH3:38])([CH3:37])[CH3:36])=[O:33])[CH2:27]3)=[CH:22][CH:21]=2)[N:10]=1.O.[OH-].[Li+]. The catalyst is C1COCC1.O. The product is [C:35]([O:34][C:32]([N:28]1[CH2:29][CH2:30][O:31][CH:26]([C:23]2[CH:24]=[CH:25][C:20]([NH:19][C:11]3[N:10]=[C:9]([CH2:8][CH2:7][C:6]4[CH:39]=[CH:40][CH:41]=[CH:42][C:5]=4[CH2:4][C:3]([OH:43])=[O:2])[C:14]([C:15]([F:16])([F:17])[F:18])=[CH:13][N:12]=3)=[CH:21][CH:22]=2)[CH2:27]1)=[O:33])([CH3:38])([CH3:36])[CH3:37]. The yield is 0.850.